This data is from Reaction yield outcomes from USPTO patents with 853,638 reactions. The task is: Predict the reaction yield, written as a fraction of the theoretical maximum amount of product (1.0 means a 100% yield; for example, 0.34 means a 34% yield). (1) The catalyst is CN(C=O)C.CCOC(C)=O. The reactants are [C:1]([NH2:5])([CH3:4])([CH3:3])[CH3:2].CN(C(ON1N=NC2C=CC=NC1=2)=[N+](C)C)C.F[P-](F)(F)(F)(F)F.CCN(C(C)C)C(C)C.[Si]([O:46][CH2:47][CH2:48][N:49]([C:54]1[C:73]([C:74]2[CH:75]=[C:76]([CH:80]=[CH:81][CH:82]=2)[C:77](O)=[O:78])=[CH:72][C:57]2[C:58]([C:68](=[O:71])[NH:69][CH3:70])=[C:59]([C:61]3[CH:66]=[CH:65][C:64]([F:67])=[CH:63][CH:62]=3)[O:60][C:56]=2[CH:55]=1)[S:50]([CH3:53])(=[O:52])=[O:51])(C(C)(C)C)(C)C. The product is [C:1]([NH:5][C:77]([C:76]1[CH:75]=[C:74]([C:73]2[C:54]([N:49]([CH2:48][CH2:47][OH:46])[S:50]([CH3:53])(=[O:51])=[O:52])=[CH:55][C:56]3[O:60][C:59]([C:61]4[CH:66]=[CH:65][C:64]([F:67])=[CH:63][CH:62]=4)=[C:58]([C:68]([NH:69][CH3:70])=[O:71])[C:57]=3[CH:72]=2)[CH:82]=[CH:81][CH:80]=1)=[O:78])([CH3:4])([CH3:3])[CH3:2]. The yield is 0.230. (2) The reactants are Br[C:2]1[CH:3]=[C:4]([N:8]2[C:16]3[C:11](=[CH:12][C:13]([C:17](=[O:20])[NH:18][CH3:19])=[CH:14][CH:15]=3)[C:10]([C:21]([O:23][CH3:24])=[O:22])=[N:9]2)[CH:5]=[CH:6][CH:7]=1.[C:25]([C@:27]1([OH:34])[CH2:31][CH2:30][N:29]([CH3:32])[C:28]1=[O:33])#[CH:26]. No catalyst specified. The product is [OH:34][C@@:27]1([C:25]#[C:26][C:2]2[CH:3]=[C:4]([N:8]3[C:16]4[C:11](=[CH:12][C:13]([C:17](=[O:20])[NH:18][CH3:19])=[CH:14][CH:15]=4)[C:10]([C:21]([O:23][CH3:24])=[O:22])=[N:9]3)[CH:5]=[CH:6][CH:7]=2)[CH2:31][CH2:30][N:29]([CH3:32])[C:28]1=[O:33]. The yield is 0.940. (3) The reactants are C(NC(C)C)(C)C.C([Li])CCC.[Cl:13][C:14]1[CH:15]=[N:16][CH:17]=[CH:18][CH:19]=1.[F:20][C:21]1[CH:28]=[CH:27][C:26]([F:29])=[CH:25][C:22]=1[CH:23]=[O:24].[Cl-].[NH4+]. The catalyst is C(OCC)(=O)C.CCCCCC.O1CCCC1. The product is [Cl:13][C:14]1[CH:15]=[N:16][CH:17]=[CH:18][C:19]=1[CH:23]([C:22]1[CH:25]=[C:26]([F:29])[CH:27]=[CH:28][C:21]=1[F:20])[OH:24]. The yield is 0.520. (4) The reactants are [N:1]([CH2:4][C@@H:5]([NH:14][C:15]1[CH:20]=[CH:19][C:18]([C:21]#[N:22])=[C:17]([Cl:23])[CH:16]=1)[CH2:6][C:7]([O:9][C:10]([CH3:13])([CH3:12])[CH3:11])=[O:8])=[N+]=[N-]. The catalyst is CCO.O=[Pt]=O. The product is [NH2:1][CH2:4][C@@H:5]([NH:14][C:15]1[CH:20]=[CH:19][C:18]([C:21]#[N:22])=[C:17]([Cl:23])[CH:16]=1)[CH2:6][C:7]([O:9][C:10]([CH3:11])([CH3:13])[CH3:12])=[O:8]. The yield is 0.840.